Dataset: Forward reaction prediction with 1.9M reactions from USPTO patents (1976-2016). Task: Predict the product of the given reaction. (1) Given the reactants [Cl:1][C:2]([O:4][C:5]1[CH:10]=[CH:9][C:8]([N+:11]([O-:13])=[O:12])=[CH:7][CH:6]=1)=[O:3].[CH3:14][N:15]1[CH2:19][CH2:18][CH2:17][CH:16]1[CH2:20][CH2:21][OH:22], predict the reaction product. The product is: [ClH:1].[C:2](=[O:3])([O:4][C:5]1[CH:6]=[CH:7][C:8]([N+:11]([O-:13])=[O:12])=[CH:9][CH:10]=1)[O:22][CH2:21][CH2:20][CH:16]1[CH2:17][CH2:18][CH2:19][N:15]1[CH3:14]. (2) Given the reactants [CH3:1][C:2](=[N:6][OH:7])[C:3](=[O:5])[CH3:4].[Br:8][C:9]1[CH:16]=[CH:15][C:12]([CH:13]=O)=[CH:11][CH:10]=1, predict the reaction product. The product is: [Br:8][C:9]1[CH:16]=[CH:15][C:12]([C:13]2[O:5][C:3]([CH3:4])=[C:2]([CH3:1])[N+:6]=2[O-:7])=[CH:11][CH:10]=1.